From a dataset of Forward reaction prediction with 1.9M reactions from USPTO patents (1976-2016). Predict the product of the given reaction. (1) The product is: [CH3:57][N:58]([CH3:67])[C:59]([N:61]1[CH2:62][CH2:63][N:64]([C:20]2[CH:21]=[CH:22][C:17]([C:15]([N:12]3[CH2:13][CH2:14][N:9]([C:3]4[C:2]([CH3:1])=[CH:7][C:6]([CH3:8])=[CH:5][N:4]=4)[CH2:10][CH2:11]3)=[O:16])=[CH:18][CH:19]=2)[CH2:65][CH2:66]1)=[O:60]. Given the reactants [CH3:1][C:2]1[C:3]([N:9]2[CH2:14][CH2:13][N:12]([C:15]([C:17]3[CH:22]=[CH:21][C:20](I)=[CH:19][CH:18]=3)=[O:16])[CH2:11][CH2:10]2)=[N:4][CH:5]=[C:6]([CH3:8])[CH:7]=1.C1(P(C2CCCCC2)C2C=CC=CC=2C2C=CC=CC=2)CCCCC1.P([O-])([O-])([O-])=O.[K+].[K+].[K+].[CH3:57][N:58]([CH3:67])[C:59]([N:61]1[CH2:66][CH2:65][NH:64][CH2:63][CH2:62]1)=[O:60], predict the reaction product. (2) Given the reactants [Cl:1][C:2]1[CH:7]=[CH:6][C:5]([Cl:8])=[CH:4][C:3]=1[C:9]1[N:10]=[C:11]2[CH:16]=[CH:15][CH:14]=[CH:13][N:12]2[C:17]=1[CH:18]=O.[Cl:20][C:21]1[CH:27]=[CH:26][C:24]([NH2:25])=[CH:23][CH:22]=1, predict the reaction product. The product is: [Cl:20][C:21]1[CH:27]=[CH:26][C:24]([N:25]=[CH:18][C:17]2[N:12]3[CH:13]=[CH:14][CH:15]=[CH:16][C:11]3=[N:10][C:9]=2[C:3]2[CH:4]=[C:5]([Cl:8])[CH:6]=[CH:7][C:2]=2[Cl:1])=[CH:23][CH:22]=1. (3) The product is: [Br:37][CH2:1][C:2]1[C:11]2[C:6](=[CH:7][CH:8]=[CH:9][CH:10]=2)[C:5]([C:12]([NH:14][C:15]2[C:16]([C:21]([NH:23][CH:24]3[CH2:29][CH2:28][O:27][CH2:26][CH2:25]3)=[O:22])=[N:17][CH:18]=[CH:19][CH:20]=2)=[O:13])=[CH:4][CH:3]=1. Given the reactants [CH3:1][C:2]1[C:11]2[C:6](=[CH:7][CH:8]=[CH:9][CH:10]=2)[C:5]([C:12]([NH:14][C:15]2[C:16]([C:21]([NH:23][CH:24]3[CH2:29][CH2:28][O:27][CH2:26][CH2:25]3)=[O:22])=[N:17][CH:18]=[CH:19][CH:20]=2)=[O:13])=[CH:4][CH:3]=1.C1C(=O)N([Br:37])C(=O)C1.N(C1(C#N)CCCCC1)=NC1(C#N)CCCCC1, predict the reaction product. (4) The product is: [Cl:26][C:27]1[CH:32]=[CH:31][CH:30]=[CH:29][C:28]=1[S:33]([N:20]1[CH2:21][CH2:22][CH:17]([N:15]2[C:14](=[O:23])[C:13]([CH3:25])([CH3:24])[C:12]([C:6]3[CH:7]=[CH:8][C:9]([O:10][CH3:11])=[C:4]([O:3][CH3:2])[CH:5]=3)=[N:16]2)[CH2:18][CH2:19]1)(=[O:35])=[O:34]. Given the reactants Cl.[CH3:2][O:3][C:4]1[CH:5]=[C:6]([C:12]2[C:13]([CH3:25])([CH3:24])[C:14](=[O:23])[N:15]([CH:17]3[CH2:22][CH2:21][NH:20][CH2:19][CH2:18]3)[N:16]=2)[CH:7]=[CH:8][C:9]=1[O:10][CH3:11].[Cl:26][C:27]1[CH:32]=[CH:31][CH:30]=[CH:29][C:28]=1[S:33](Cl)(=[O:35])=[O:34], predict the reaction product. (5) Given the reactants [CH3:1][C:2]([CH3:24])([CH3:23])[C:3]([O:5][C:6]1[CH:7]=[C:8]2[S:12][CH:11]=[C:10]([CH2:13][C:14]([O:16][CH3:17])=[O:15])[C:9]2=[C:18]([C:20](O)=[O:21])[CH:19]=1)=[O:4].[CH3:25][N:26](C=O)[CH3:27].Cl.CNC.CN(C(ON1N=NC2C=CC=NC1=2)=[N+](C)C)C.F[P-](F)(F)(F)(F)F, predict the reaction product. The product is: [C:3]([O:5][C:6]1[CH:19]=[C:18]([C:20](=[O:21])[N:26]([CH3:27])[CH3:25])[C:9]2[C:10]([CH2:13][C:14]([O:16][CH3:17])=[O:15])=[CH:11][S:12][C:8]=2[CH:7]=1)(=[O:4])[C:2]([CH3:24])([CH3:23])[CH3:1]. (6) Given the reactants [C-:1]#[N:2].[K+].Br[CH2:5][C:6]([C:8]1[CH:13]=[CH:12][C:11]([C:14]2[CH:19]=[CH:18][CH:17]=[CH:16][CH:15]=2)=[CH:10][CH:9]=1)=[O:7], predict the reaction product. The product is: [C:11]1([C:14]2[CH:19]=[CH:18][CH:17]=[CH:16][CH:15]=2)[CH:12]=[CH:13][C:8]([C:6](=[O:7])[CH2:5][C:1]#[N:2])=[CH:9][CH:10]=1. (7) Given the reactants C(OC([N:8]1[CH2:12][C@H:11]([CH2:13][C:14]2[CH:19]=[CH:18][CH:17]=[C:16]([CH:20]([CH3:22])[CH3:21])[CH:15]=2)[C@H:10]([CH2:23][N:24]([CH2:32][C:33]2[CH:38]=[CH:37][CH:36]=[CH:35][CH:34]=2)[C:25]2[CH:30]=[CH:29][C:28]([Cl:31])=[CH:27][CH:26]=2)[CH2:9]1)=O)(C)(C)C, predict the reaction product. The product is: [CH2:32]([N:24]([C:25]1[CH:26]=[CH:27][C:28]([Cl:31])=[CH:29][CH:30]=1)[CH2:23][C@@H:10]1[C@@H:11]([CH2:13][C:14]2[CH:19]=[CH:18][CH:17]=[C:16]([CH:20]([CH3:22])[CH3:21])[CH:15]=2)[CH2:12][NH:8][CH2:9]1)[C:33]1[CH:34]=[CH:35][CH:36]=[CH:37][CH:38]=1.